The task is: Predict the product of the given reaction.. This data is from Forward reaction prediction with 1.9M reactions from USPTO patents (1976-2016). (1) Given the reactants [CH3:1][CH:2]1[O:6][C:5](=[S:7])[N:4]([CH2:8][C:9]2[CH:14]=[CH:13][CH:12]=[CH:11][C:10]=2[NH:15][S:16]([C:19]([F:22])([F:21])[F:20])(=[O:18])=[O:17])[CH2:3]1.C(=O)(O)[O-].[Na+].Cl[C:29]([O:31][CH2:32][CH:33]([CH3:35])[CH3:34])=[O:30], predict the reaction product. The product is: [CH3:1][CH:2]1[O:6][C:5](=[S:7])[N:4]([CH2:8][C:9]2[CH:14]=[CH:13][CH:12]=[CH:11][C:10]=2[N:15]([C:29]([O:31][CH2:32][CH:33]([CH3:35])[CH3:34])=[O:30])[S:16]([C:19]([F:22])([F:20])[F:21])(=[O:18])=[O:17])[CH2:3]1. (2) Given the reactants [CH3:1][C:2]1[CH:3]=[C:4]([C:8]([NH:10][C:11]2[CH:16]=[CH:15][C:14]([C@@H:17]3[CH2:19][C@H:18]3[NH:20]C(=O)OC(C)(C)C)=[CH:13][CH:12]=2)=[O:9])[CH:5]=[CH:6][CH:7]=1.[ClH:28].C(OCC)(=O)C, predict the reaction product. The product is: [ClH:28].[NH2:20][C@@H:18]1[CH2:19][C@H:17]1[C:14]1[CH:13]=[CH:12][C:11]([NH:10][C:8](=[O:9])[C:4]2[CH:5]=[CH:6][CH:7]=[C:2]([CH3:1])[CH:3]=2)=[CH:16][CH:15]=1. (3) Given the reactants [CH2:1]([NH:3][CH2:4][CH2:5][CH2:6][CH2:7][OH:8])[CH3:2].[CH3:9][N:10]1[C:22]2[CH2:21][CH2:20][CH:19]([CH:23]3[CH2:28][CH2:27][O:26][CH2:25][CH2:24]3)[CH2:18][C:17]=2[C:16]2[C:11]1=[CH:12][CH:13]=[C:14]([C:29](O)=[O:30])[CH:15]=2.CCN(C(C)C)C(C)C.CN(C(ON1N=NC2C=CC=NC1=2)=[N+](C)C)C.F[P-](F)(F)(F)(F)F, predict the reaction product. The product is: [CH2:1]([N:3]([CH2:4][CH2:5][CH2:6][CH2:7][OH:8])[C:29]([C:14]1[CH:15]=[C:16]2[C:11](=[CH:12][CH:13]=1)[N:10]([CH3:9])[C:22]1[CH2:21][CH2:20][CH:19]([CH:23]3[CH2:28][CH2:27][O:26][CH2:25][CH2:24]3)[CH2:18][C:17]2=1)=[O:30])[CH3:2]. (4) Given the reactants [Cl:1][C:2]1[CH:3]=[CH:4][C:5]([O:12][CH2:13][C:14]2[CH:19]=[CH:18][CH:17]=[CH:16][CH:15]=2)=[C:6]([CH2:8][C:9](=[S:11])[NH2:10])[CH:7]=1.C(=O)([O-])O.[K+].Br[CH2:26][C:27](=O)[C:28]([O:30][CH2:31][CH3:32])=[O:29].FC(F)(F)C(OC(=O)C(F)(F)F)=O.N1C=CC=CC=1, predict the reaction product. The product is: [Cl:1][C:2]1[CH:3]=[CH:4][C:5]([O:12][CH2:13][C:14]2[CH:19]=[CH:18][CH:17]=[CH:16][CH:15]=2)=[C:6]([CH2:8][C:9]2[S:11][CH:26]=[C:27]([C:28]([O:30][CH2:31][CH3:32])=[O:29])[N:10]=2)[CH:7]=1. (5) Given the reactants Br[C:2]1[CH:3]=[C:4]2[C:15]3([CH2:19][O:18][C:17]([NH2:20])=[N:16]3)[C:14]3[C:9](=[CH:10][CH:11]=[C:12]([O:21][CH3:22])[CH:13]=3)[O:8][C:5]2=[N:6][CH:7]=1.CN(C=O)C.[CH3:28][C:29]([CH3:33])([CH3:32])[C:30]#[CH:31], predict the reaction product. The product is: [CH3:28][C:29]([CH3:33])([CH3:32])[C:30]#[C:31][C:2]1[CH:3]=[C:4]2[C:15]3([CH2:19][O:18][C:17]([NH2:20])=[N:16]3)[C:14]3[C:9](=[CH:10][CH:11]=[C:12]([O:21][CH3:22])[CH:13]=3)[O:8][C:5]2=[N:6][CH:7]=1. (6) The product is: [C:35]1([C:2]2[CH:3]=[CH:4][C:5]3[N:6]([C:8]([C@@H:11]([O:13][C:14]4[C:15]5[O:23][CH:22]=[C:21]([C:24]6[CH:25]=[N:26][N:27]([CH:29]7[CH2:30][CH2:31][NH:32][CH2:33][CH2:34]7)[CH:28]=6)[C:16]=5[CH:17]=[N:18][C:19]=4[NH2:20])[CH3:12])=[N:9][N:10]=3)[N:7]=2)[CH:40]=[CH:39][CH:38]=[CH:37][CH:36]=1. Given the reactants Cl[C:2]1[CH:3]=[CH:4][C:5]2[N:6]([C:8]([C@@H:11]([O:13][C:14]3[C:15]4[O:23][CH:22]=[C:21]([C:24]5[CH:25]=[N:26][N:27]([CH:29]6[CH2:34][CH2:33][NH:32][CH2:31][CH2:30]6)[CH:28]=5)[C:16]=4[CH:17]=[N:18][C:19]=3[NH2:20])[CH3:12])=[N:9][N:10]=2)[N:7]=1.[C:35]1(B(O)O)[CH:40]=[CH:39][CH:38]=[CH:37][CH:36]=1.C([O-])([O-])=O.[K+].[K+].O1CCOCC1, predict the reaction product.